The task is: Predict the product of the given reaction.. This data is from Forward reaction prediction with 1.9M reactions from USPTO patents (1976-2016). Given the reactants [CH3:1][C:2]1([NH:14]C(=O)OC(C)(C)C)[CH2:7][CH2:6][N:5]([C:8]2[CH:13]=[N:12][CH:11]=[CH:10][N:9]=2)[CH2:4][CH2:3]1.FC(F)(F)C(O)=O, predict the reaction product. The product is: [CH3:1][C:2]1([NH2:14])[CH2:7][CH2:6][N:5]([C:8]2[CH:13]=[N:12][CH:11]=[CH:10][N:9]=2)[CH2:4][CH2:3]1.